Predict which catalyst facilitates the given reaction. From a dataset of Catalyst prediction with 721,799 reactions and 888 catalyst types from USPTO. (1) Reactant: Cl[CH2:2][C:3]1[CH:22]=[CH:21][C:6]([C:7]([CH:9]2[CH2:13][CH2:12][N:11]([CH:14]3[CH2:19][CH2:18][CH2:17][CH2:16][CH2:15]3)[C:10]2=[O:20])=[O:8])=[CH:5][CH:4]=1.[NH:23]1[CH2:28][CH2:27][CH2:26][CH2:25][CH2:24]1.[I-].[K+]. Product: [CH:14]1([N:11]2[CH2:12][CH2:13][CH:9]([C:7](=[O:8])[C:6]3[CH:21]=[CH:22][C:3]([CH2:2][N:23]4[CH2:28][CH2:27][CH2:26][CH2:25][CH2:24]4)=[CH:4][CH:5]=3)[C:10]2=[O:20])[CH2:19][CH2:18][CH2:17][CH2:16][CH2:15]1. The catalyst class is: 13. (2) Reactant: [OH:1][C@@H:2]1[C@@H:6]([CH2:7][OH:8])[CH2:5][C@@H:4]([NH:9][C:10](=[O:16])[O:11][C:12]([CH3:15])([CH3:14])[CH3:13])[CH2:3]1.N1C=CN=C1.[Si:22](Cl)([C:25]([CH3:28])([CH3:27])[CH3:26])([CH3:24])[CH3:23]. Product: [Si:22]([O:8][CH2:7][C@@H:6]1[C@@H:2]([OH:1])[CH2:3][C@H:4]([NH:9][C:10](=[O:16])[O:11][C:12]([CH3:13])([CH3:15])[CH3:14])[CH2:5]1)([C:25]([CH3:28])([CH3:27])[CH3:26])([CH3:24])[CH3:23]. The catalyst class is: 85.